The task is: Binary Classification. Given a miRNA mature sequence and a target amino acid sequence, predict their likelihood of interaction.. This data is from Experimentally validated miRNA-target interactions with 360,000+ pairs, plus equal number of negative samples. The miRNA is hsa-miR-6727-3p with sequence UCCUGCCACCUCCUCCGCAG. The protein sequence of the target gene is MALFYVARYPGPDAAAAAGPEGAEAGAHGRARALLERLQSRARERQQQREPAQTEAAASTEPATRRRRRPRRRRRVNDAEPGSPEAPQGKRRKADGEDAGAESNEEAPGEPSAGSSEEAPGEPSAGSSEEAPGERSTSASAEAAPDGPALEEAAGPLVPGLVLGGFGKRKAPKVQPFLPRWLAEPNCVRRNVTEDLVPIEDIPDVHPDLQKQLRAHGISSYFPVQAAVIPALLESAACGFLVGRGGYRPSDLCVSAPTGSGKTLAFVIPVVQALLSRVVCHIRALVVLPTKELAQQVSKV.... Result: 1 (interaction).